This data is from Forward reaction prediction with 1.9M reactions from USPTO patents (1976-2016). The task is: Predict the product of the given reaction. (1) Given the reactants [Cl:1][C:2]1[N:6]([CH3:7])[N:5]=[C:4]([C:8]2[CH:13]=[CH:12][CH:11]=[CH:10][CH:9]=2)[C:3]=1[C:14](=O)[CH3:15].[CH3:17][C:18]1[N:19]=[C:20]([C:26]2S[CH:28]=[CH:29][CH:30]=2)S[C:22]=1[C:23](=O)[CH3:24].[NH3:31], predict the reaction product. The product is: [Cl:1][C:2]1[N:6]([CH3:7])[N:5]=[C:4]([C:8]2[CH:13]=[CH:12][CH:11]=[CH:10][CH:9]=2)[C:3]=1[C:14]1[CH:15]=[CH:14][C:3]2[C:2](=[CH:28][CH:29]=[C:30]([CH2:26][CH2:20][N:19]3[CH2:24][CH2:23][CH2:22][C@H:18]3[CH3:17])[CH:4]=2)[N:31]=1. (2) Given the reactants [H-].[Na+].[Cl:3][C:4]1[CH:10]=[CH:9][C:7]([NH2:8])=[CH:6][CH:5]=1.[Cl:11][C:12]1[CH:17]=[CH:16][CH:15]=[C:14](Cl)[C:13]=1[N+:19]([O-:21])=[O:20].Cl, predict the reaction product. The product is: [Cl:11][C:12]1[C:13]([N+:19]([O-:21])=[O:20])=[C:14]([CH:15]=[CH:16][CH:17]=1)[NH:8][C:7]1[CH:9]=[CH:10][C:4]([Cl:3])=[CH:5][CH:6]=1. (3) Given the reactants [CH3:1][C:2]1[C:8]([C:9]([F:12])([F:11])[F:10])=[CH:7][CH:6]=[CH:5][C:3]=1[NH2:4].[N+:13]([O-])([OH:15])=[O:14], predict the reaction product. The product is: [CH3:1][C:2]1[C:8]([C:9]([F:10])([F:11])[F:12])=[CH:7][C:6]([N+:13]([O-:15])=[O:14])=[CH:5][C:3]=1[NH2:4]. (4) The product is: [ClH:31].[NH2:11][C@@H:3]([CH2:4][C:5]1[CH:6]=[CH:7][CH:8]=[CH:9][CH:10]=1)[C@H:2]([OH:1])[CH2:19][NH:20][C:21](=[O:22])[O:23][CH2:24][C:25]1[CH:30]=[CH:29][CH:28]=[CH:27][CH:26]=1. Given the reactants [OH:1][C@H:2]([CH2:19][NH:20][C:21]([O:23][CH2:24][C:25]1[CH:30]=[CH:29][CH:28]=[CH:27][CH:26]=1)=[O:22])[C@@H:3]([NH:11]C(=O)OC(C)(C)C)[CH2:4][C:5]1[CH:10]=[CH:9][CH:8]=[CH:7][CH:6]=1.[ClH:31].O1CCOCC1, predict the reaction product.